From a dataset of TCR-epitope binding with 47,182 pairs between 192 epitopes and 23,139 TCRs. Binary Classification. Given a T-cell receptor sequence (or CDR3 region) and an epitope sequence, predict whether binding occurs between them. (1) The epitope is YIFFASFYY. The TCR CDR3 sequence is CARSCDTEAFF. Result: 1 (the TCR binds to the epitope). (2) The epitope is KRWIILGLNK. The TCR CDR3 sequence is CASSGGTGVFYEQYF. Result: 1 (the TCR binds to the epitope). (3) The epitope is LLLGIGILV. The TCR CDR3 sequence is CASSQRGNEQFF. Result: 1 (the TCR binds to the epitope). (4) The epitope is RPPIFIRRL. The TCR CDR3 sequence is CASSLAGQRSNQPQHF. Result: 0 (the TCR does not bind to the epitope). (5) The epitope is YLDAYNMMI. The TCR CDR3 sequence is CASSHRCRGCFADEQFF. Result: 1 (the TCR binds to the epitope).